From a dataset of Forward reaction prediction with 1.9M reactions from USPTO patents (1976-2016). Predict the product of the given reaction. (1) Given the reactants [H-].[Na+].C([O:7][C:8](=[O:21])[NH:9][CH:10]([C:13]1[CH:18]=[C:17]([F:19])[CH:16]=[C:15]([F:20])[CH:14]=1)[CH2:11]O)(C)(C)C, predict the reaction product. The product is: [F:19][C:17]1[CH:18]=[C:13]([CH:10]2[CH2:11][O:21][C:8](=[O:7])[NH:9]2)[CH:14]=[C:15]([F:20])[CH:16]=1. (2) The product is: [CH2:12]([O:14][C:15]([C:16]1[S:4][C:3]([N:2]([CH3:1])[C:6]2[CH:11]=[CH:10][CH:9]=[CH:8][CH:7]=2)=[N:5][C:17]=1[CH3:18])=[O:21])[CH3:13]. Given the reactants [CH3:1][N:2]([C:6]1[CH:11]=[CH:10][CH:9]=[CH:8][CH:7]=1)[C:3]([NH2:5])=[S:4].[CH2:12]([O:14][C:15](=[O:21])[CH:16](Cl)[C:17](=O)[CH3:18])[CH3:13], predict the reaction product. (3) Given the reactants [CH2:1]([N:8]1[CH2:13][CH2:12][C@H:11]([C:14](=[N:16]O)[CH3:15])[C@@H:10]([C:18]2[CH:23]=[CH:22][C:21]([Cl:24])=[CH:20][CH:19]=2)[CH2:9]1)[C:2]1[CH:7]=[CH:6][CH:5]=[CH:4][CH:3]=1, predict the reaction product. The product is: [CH2:1]([N:8]1[CH2:13][CH2:12][C@H:11]([CH:14]([NH2:16])[CH3:15])[C@@H:10]([C:18]2[CH:23]=[CH:22][C:21]([Cl:24])=[CH:20][CH:19]=2)[CH2:9]1)[C:2]1[CH:3]=[CH:4][CH:5]=[CH:6][CH:7]=1. (4) Given the reactants Br[C:2]1[CH:3]=[C:4]([N:8]2[C:12]3[C:13](=[O:16])[NH:14][CH2:15][C:11]=3[C:10]([C:17]([O:19][CH2:20][CH3:21])=[O:18])=[N:9]2)[CH:5]=[CH:6][CH:7]=1.[C:22]([C@:24]1([OH:31])[CH2:28][CH2:27][N:26]([CH3:29])[C:25]1=[O:30])#[CH:23], predict the reaction product. The product is: [OH:31][C@@:24]1([C:22]#[C:23][C:2]2[CH:3]=[C:4]([N:8]3[C:12]4[C:13](=[O:16])[NH:14][CH2:15][C:11]=4[C:10]([C:17]([O:19][CH2:20][CH3:21])=[O:18])=[N:9]3)[CH:5]=[CH:6][CH:7]=2)[CH2:28][CH2:27][N:26]([CH3:29])[C:25]1=[O:30]. (5) The product is: [C:42]1([Te:41][CH2:20][CH2:19][CH2:18][O:17][C:15]2[CH:16]=[C:11]([CH:12]=[C:13]([O:27][CH2:28][CH2:29][CH2:30][Te:41][C:42]3[CH:43]=[CH:44][CH:45]=[CH:46][CH:47]=3)[C:14]=2[O:22][CH2:23][CH2:24][CH2:25][Te:41][C:42]2[CH:47]=[CH:46][CH:45]=[CH:44][CH:43]=2)[CH2:10][OH:9])[CH:43]=[CH:44][CH:45]=[CH:46][CH:47]=1. Given the reactants C([O:9][CH2:10][C:11]1[CH:16]=[C:15]([O:17][CH2:18][CH2:19][CH2:20]Br)[C:14]([O:22][CH2:23][CH2:24][CH2:25]Br)=[C:13]([O:27][CH2:28][CH2:29][CH2:30]Br)[CH:12]=1)(=O)C1C=CC=CC=1.[BH4-].[Na+].[C:42]1([Te:41][Te:41][C:42]2[CH:47]=[CH:46][CH:45]=[CH:44][CH:43]=2)[CH:47]=[CH:46][CH:45]=[CH:44][CH:43]=1, predict the reaction product. (6) Given the reactants [Cl:1][C:2]1[CH:3]=[C:4](I)[C:5]2[N:6]([N:8]=[CH:9][N:10]=2)[CH:7]=1.[CH3:12][C@H:13]1[CH2:17][CH2:16][CH2:15][N:14]1[C:18]1[N:23]=[C:22]([NH2:24])[CH:21]=[CH:20][CH:19]=1.CC(C1C=C(C(C)C)C(C2C=CC=CC=2P(C2CCCCC2)C2CCCCC2)=C(C(C)C)C=1)C.C([O-])([O-])=O.[Cs+].[Cs+], predict the reaction product. The product is: [Cl:1][C:2]1[CH:3]=[C:4]([NH:24][C:22]2[CH:21]=[CH:20][CH:19]=[C:18]([N:14]3[CH2:15][CH2:16][CH2:17][C@@H:13]3[CH3:12])[N:23]=2)[C:5]2[N:6]([N:8]=[CH:9][N:10]=2)[CH:7]=1. (7) The product is: [Cl:31][C:32]1[CH:37]=[CH:36][CH:35]=[CH:34][C:33]=1[O:38][CH:24]1[CH2:28][CH2:29][N:1]([C:2]2[CH:13]=[CH:12][C:5]([O:6][CH2:7][C:8]([OH:10])([CH3:11])[CH3:9])=[C:4]([O:14][CH3:15])[CH:3]=2)[C:25]1=[O:26]. Given the reactants [NH2:1][C:2]1[CH:13]=[CH:12][C:5]([O:6][CH2:7][C:8]([CH3:11])([OH:10])[CH3:9])=[C:4]([O:14][CH3:15])[CH:3]=1.CCN(CC)CC.Br[CH:24]([CH2:28][CH2:29]Br)[C:25](Cl)=[O:26].[Cl:31][C:32]1[CH:37]=[CH:36][CH:35]=[CH:34][C:33]=1[OH:38].[OH-].[K+], predict the reaction product.